Dataset: NCI-60 drug combinations with 297,098 pairs across 59 cell lines. Task: Regression. Given two drug SMILES strings and cell line genomic features, predict the synergy score measuring deviation from expected non-interaction effect. (1) Drug 2: C(CN)CNCCSP(=O)(O)O. Synergy scores: CSS=10.6, Synergy_ZIP=-2.12, Synergy_Bliss=5.47, Synergy_Loewe=2.68, Synergy_HSA=2.66. Cell line: IGROV1. Drug 1: CCC1=C2CN3C(=CC4=C(C3=O)COC(=O)C4(CC)O)C2=NC5=C1C=C(C=C5)O. (2) Drug 1: CC12CCC(CC1=CCC3C2CCC4(C3CC=C4C5=CN=CC=C5)C)O. Drug 2: C1=C(C(=O)NC(=O)N1)N(CCCl)CCCl. Cell line: HL-60(TB). Synergy scores: CSS=35.4, Synergy_ZIP=-3.09, Synergy_Bliss=-4.87, Synergy_Loewe=-15.4, Synergy_HSA=-7.75. (3) Drug 1: CC12CCC3C(C1CCC2O)C(CC4=C3C=CC(=C4)O)CCCCCCCCCS(=O)CCCC(C(F)(F)F)(F)F. Drug 2: CC12CCC3C(C1CCC2OP(=O)(O)O)CCC4=C3C=CC(=C4)OC(=O)N(CCCl)CCCl.[Na+]. Cell line: RPMI-8226. Synergy scores: CSS=-3.48, Synergy_ZIP=2.23, Synergy_Bliss=0.0616, Synergy_Loewe=-4.08, Synergy_HSA=-4.17.